Dataset: Full USPTO retrosynthesis dataset with 1.9M reactions from patents (1976-2016). Task: Predict the reactants needed to synthesize the given product. (1) Given the product [CH:8]1([O:14][C:2]([O:4][CH:5]([Cl:7])[CH3:6])=[O:3])[CH2:13][CH2:12][CH2:11][CH2:10][CH2:9]1, predict the reactants needed to synthesize it. The reactants are: Cl[C:2]([O:4][CH:5]([Cl:7])[CH3:6])=[O:3].[CH:8]1([OH:14])[CH2:13][CH2:12][CH2:11][CH2:10][CH2:9]1.N1C=CC=CC=1. (2) Given the product [Cl:36][C:16]1[CH:15]=[N:14][CH:13]=[C:12]([Cl:11])[C:17]=1[CH2:18][C:19]([C:21]1[C:26]([F:27])=[CH:25][C:24]([O:28][CH3:29])=[C:23]([O:30][CH:31]2[CH2:35][CH2:34][CH2:33][CH2:32]2)[CH:22]=1)=[O:20], predict the reactants needed to synthesize it. The reactants are: C(Cl)(=O)C(Cl)=O.CS(C)=O.[Cl:11][C:12]1[CH:13]=[N:14][CH:15]=[C:16]([Cl:36])[C:17]=1[CH2:18][CH:19]([C:21]1[C:26]([F:27])=[CH:25][C:24]([O:28][CH3:29])=[C:23]([O:30][CH:31]2[CH2:35][CH2:34][CH2:33][CH2:32]2)[CH:22]=1)[OH:20].C(N(CC)CC)C. (3) Given the product [Cl:1][C:2]1[CH:3]=[CH:4][C:5]2[N:9]=[C:8]([C:10]3[N:11]=[N:12][C:13]([N:16]4[CH2:17][CH2:18][N:19]([C:27]([C:26]5[CH:30]=[CH:31][CH:32]=[CH:33][C:25]=5[C:24]([F:23])([F:34])[F:35])=[O:28])[CH2:20][CH2:21]4)=[CH:14][CH:15]=3)[NH:7][C:6]=2[CH:22]=1, predict the reactants needed to synthesize it. The reactants are: [Cl:1][C:2]1[CH:3]=[CH:4][C:5]2[N:9]=[C:8]([C:10]3[N:11]=[N:12][C:13]([N:16]4[CH2:21][CH2:20][NH:19][CH2:18][CH2:17]4)=[CH:14][CH:15]=3)[NH:7][C:6]=2[CH:22]=1.[F:23][C:24]([F:35])([F:34])[C:25]1[CH:33]=[CH:32][CH:31]=[CH:30][C:26]=1[C:27](Cl)=[O:28]. (4) Given the product [CH3:12][C:11]1[N:33]([C:2]2[CH:7]=[N:6][C:5]([CH3:8])=[CH:4][CH:3]=2)[N:32]=[N:31][C:10]=1[C:9]([O:14][CH2:15][CH3:16])=[O:13], predict the reactants needed to synthesize it. The reactants are: I[C:2]1[CH:3]=[CH:4][C:5]([CH3:8])=[N:6][CH:7]=1.[C:9]([O:14][CH2:15][CH3:16])(=[O:13])[C:10]#[C:11][CH3:12].N1CCC[C@H]1C(O)=O.C(=O)([O-])[O-].[Na+].[Na+].[N-:31]=[N+:32]=[N-:33].[Na+]. (5) Given the product [Br:1][C:2]1[CH:3]=[C:4]([C:11]([O:13][CH2:14][CH3:15])=[O:12])[C:5]2[CH:10]=[N:9][N:8]([CH:16]([CH3:18])[CH3:17])[C:6]=2[N:7]=1, predict the reactants needed to synthesize it. The reactants are: [Br:1][C:2]1[CH:3]=[C:4]([C:11]([O:13][CH2:14][CH3:15])=[O:12])[C:5]2[CH:10]=[N:9][NH:8][C:6]=2[N:7]=1.[CH:16](Br)([CH3:18])[CH3:17].C([O-])([O-])=O.[K+].[K+]. (6) Given the product [Cl:1][C:2]1[N:7]=[CH:6][C:5]2[C:8]([N:16]3[CH2:17][CH:18]([C:20]([CH3:26])([CH3:25])[C:21]([O:23][CH3:24])=[O:22])[CH2:19]3)=[N:9][N:10]([CH:11]([CH3:13])[CH3:12])[C:4]=2[CH:3]=1, predict the reactants needed to synthesize it. The reactants are: [Cl:1][C:2]1[N:7]=[CH:6][C:5]2[C:8](I)=[N:9][N:10]([CH:11]([CH3:13])[CH3:12])[C:4]=2[CH:3]=1.Cl.[NH:16]1[CH2:19][CH:18]([C:20]([CH3:26])([CH3:25])[C:21]([O:23][CH3:24])=[O:22])[CH2:17]1.C1(P(C2C=CC=CC=2)C2C3OC4C(=CC=CC=4P(C4C=CC=CC=4)C4C=CC=CC=4)C(C)(C)C=3C=CC=2)C=CC=CC=1.C(=O)([O-])[O-].[Cs+].[Cs+].